Task: Predict the product of the given reaction.. Dataset: Forward reaction prediction with 1.9M reactions from USPTO patents (1976-2016) (1) The product is: [C:8]1([S:18]([OH:21])(=[O:19])=[O:20])[C:17]2[C:12](=[CH:13][CH:14]=[CH:15][CH:16]=2)[CH:11]=[CH:10][CH:9]=1.[CH2:6]=[O:7]. Given the reactants S(=O)(=O)(O)O.[CH2:6]=[O:7].[C:8]1([S:18]([OH:21])(=[O:20])=[O:19])[C:17]2[C:12](=[CH:13][CH:14]=[CH:15][CH:16]=2)[CH:11]=[CH:10][CH:9]=1, predict the reaction product. (2) Given the reactants [C:1]([C:3]1[CH:4]=[C:5]([C:13]2[O:17][N:16]=[C:15]([C:18]3[CH:36]=[CH:35][C:21]4[CH2:22][CH2:23][N:24]([CH2:27][C:28]([O:30]C(C)(C)C)=[O:29])[CH2:25][CH2:26][C:20]=4[C:19]=3[CH3:37])[N:14]=2)[CH:6]=[CH:7][C:8]=1[O:9][CH:10]([CH3:12])[CH3:11])#[N:2].[F:38][C:39]([F:44])([F:43])[C:40]([OH:42])=[O:41], predict the reaction product. The product is: [F:38][C:39]([F:44])([F:43])[C:40]([OH:42])=[O:41].[C:1]([C:3]1[CH:4]=[C:5]([C:13]2[O:17][N:16]=[C:15]([C:18]3[CH:36]=[CH:35][C:21]4[CH2:22][CH2:23][N:24]([CH2:27][C:28]([OH:30])=[O:29])[CH2:25][CH2:26][C:20]=4[C:19]=3[CH3:37])[N:14]=2)[CH:6]=[CH:7][C:8]=1[O:9][CH:10]([CH3:12])[CH3:11])#[N:2]. (3) Given the reactants Cl[C:2]1[N:7]=[C:6]([NH:8][C:9]2[N:10]=[CH:11][N:12]([CH:14]3[CH2:16][CH2:15]3)[CH:13]=2)[N:5]=[C:4]([NH:17][C@H:18]([C:20]2[N:25]=[CH:24][C:23]([F:26])=[CH:22][N:21]=2)[CH3:19])[N:3]=1.[NH:27]1[CH2:32][CH2:31][O:30][CH2:29][CH2:28]1, predict the reaction product. The product is: [CH:14]1([N:12]2[CH:13]=[C:9]([NH:8][C:6]3[N:5]=[C:4]([NH:17][C@H:18]([C:20]4[N:25]=[CH:24][C:23]([F:26])=[CH:22][N:21]=4)[CH3:19])[N:3]=[C:2]([N:27]4[CH2:32][CH2:31][O:30][CH2:29][CH2:28]4)[N:7]=3)[N:10]=[CH:11]2)[CH2:16][CH2:15]1. (4) Given the reactants [NH2:1][CH2:2][CH2:3][CH2:4][N:5]1[C:9]([C:10]2[CH:15]=[CH:14][C:13]([F:16])=[CH:12][CH:11]=2)=[C:8]([C:17]2[CH:18]=[CH:19][C:20]3[O:25][CH2:24][C:23](=[O:26])[NH:22][C:21]=3[CH:27]=2)[C:7]([CH3:28])=[N:6]1.C(N(CC)CC)C.[C:36](Cl)(=[O:38])[CH3:37].O, predict the reaction product. The product is: [F:16][C:13]1[CH:14]=[CH:15][C:10]([C:9]2[N:5]([CH2:4][CH2:3][CH2:2][NH:1][C:36](=[O:38])[CH3:37])[N:6]=[C:7]([CH3:28])[C:8]=2[C:17]2[CH:18]=[CH:19][C:20]3[O:25][CH2:24][C:23](=[O:26])[NH:22][C:21]=3[CH:27]=2)=[CH:11][CH:12]=1.